This data is from Reaction yield outcomes from USPTO patents with 853,638 reactions. The task is: Predict the reaction yield, written as a fraction of the theoretical maximum amount of product (1.0 means a 100% yield; for example, 0.34 means a 34% yield). The reactants are Cl[C:2]1[CH:3]=[CH:4][C:5]2[C:14]3[C:9](=[CH:10][N:11]=[C:12]([CH3:15])[CH:13]=3)[C:8](=[O:16])[N:7]([CH3:17])[C:6]=2[CH:18]=1.[OH:19][CH2:20][C:21]([NH:27][C:28](=[O:34])[O:29][C:30]([CH3:33])([CH3:32])[CH3:31])(C)[CH2:22][CH:23]([CH3:25])[CH3:24].C(=O)([O-])[O-].[Cs+].[Cs+].C(P(C(C)(C)C)C1C=CC=CC=1C1C(C(C)C)=CC(C(C)C)=CC=1C(C)C)(C)(C)C. The catalyst is C1(C)C=CC=CC=1.C([O-])(=O)C.[Pd+2].C([O-])(=O)C. The product is [CH3:15][C:12]1[CH:13]=[C:14]2[C:9](=[CH:10][N:11]=1)[C:8](=[O:16])[N:7]([CH3:17])[C:6]1[CH:18]=[C:2]([O:19][CH2:20][C@@H:21]([NH:27][C:28](=[O:34])[O:29][C:30]([CH3:31])([CH3:33])[CH3:32])[CH2:22][CH:23]([CH3:25])[CH3:24])[CH:3]=[CH:4][C:5]2=1. The yield is 0.440.